Dataset: Catalyst prediction with 721,799 reactions and 888 catalyst types from USPTO. Task: Predict which catalyst facilitates the given reaction. (1) Reactant: [CH2:1]([C:4]1[CH:27]=[CH:26][C:7]2[C:8]([CH2:11][CH2:12][CH:13]3[CH2:18][CH2:17][N:16]([C:19]([O:21][C:22]([CH3:25])([CH3:24])[CH3:23])=[O:20])[CH2:15][CH2:14]3)=[N:9][O:10][C:6]=2[C:5]=1[CH2:28][OH:29])[CH:2]=[CH2:3].[O:30]1[CH:35]=[CH:34][CH2:33][CH2:32][CH2:31]1.[C@]12(CS(O)(=O)=O)C(C)(C)C(CC1)CC2=O.C(=O)(O)[O-].[Na+]. Product: [CH2:1]([C:4]1[CH:27]=[CH:26][C:7]2[C:8]([CH2:11][CH2:12][CH:13]3[CH2:18][CH2:17][N:16]([C:19]([O:21][C:22]([CH3:24])([CH3:25])[CH3:23])=[O:20])[CH2:15][CH2:14]3)=[N:9][O:10][C:6]=2[C:5]=1[CH2:28][O:29][CH:31]1[CH2:32][CH2:33][CH2:34][CH2:35][O:30]1)[CH:2]=[CH2:3]. The catalyst class is: 34. (2) Reactant: [N:1]1[CH:6]=[CH:5][CH:4]=[C:3](/[CH:7]=[CH:8]/[C:9](=[O:18])/[CH:10]=[CH:11]/[C:12]2[CH:13]=[N:14][CH:15]=[CH:16][CH:17]=2)[CH:2]=1.[CH3:19][NH2:20]. Product: [CH3:19][N:20]1[CH:7]([C:3]2[CH:2]=[N:1][CH:6]=[CH:5][CH:4]=2)[CH2:8][C:9](=[O:18])[CH2:10][CH:11]1[C:12]1[CH:13]=[N:14][CH:15]=[CH:16][CH:17]=1. The catalyst class is: 3. (3) Reactant: C(OC(=O)[NH:10][CH2:11][C:12]1[CH:17]=[CH:16][CH:15]=[C:14]([NH:18][C:19]2[C:28]3[C:23](=[C:24]([C:29]4[CH:34]=[CH:33][CH:32]=[CH:31][CH:30]=4)[CH:25]=[CH:26][CH:27]=3)[CH:22]=[CH:21][N:20]=2)[CH:13]=1)C1C=CC=CC=1.[H][H]. Product: [NH2:10][CH2:11][C:12]1[CH:13]=[C:14]([NH:18][C:19]2[C:28]3[C:23](=[C:24]([C:29]4[CH:34]=[CH:33][CH:32]=[CH:31][CH:30]=4)[CH:25]=[CH:26][CH:27]=3)[CH:22]=[CH:21][N:20]=2)[CH:15]=[CH:16][CH:17]=1. The catalyst class is: 312. (4) Reactant: [N:1]([C:4]1[CH:9]=[C:8]([C:10]([O:12]C)=[O:11])[CH:7]=[CH:6][C:5]=1[C:14]([O:16]C)=O)=[C:2]=[S:3].[CH3:18][O:19][C:20]1[CH:21]=[CH:22][C:23]([NH2:28])=[N:24][C:25]=1[O:26][CH3:27].[OH-].[Na+].Cl. Product: [CH3:18][O:19][C:20]1[CH:21]=[CH:22][C:23]([N:28]2[C:14](=[O:16])[C:5]3[C:4](=[CH:9][C:8]([C:10]([OH:12])=[O:11])=[CH:7][CH:6]=3)[NH:1][C:2]2=[S:3])=[N:24][C:25]=1[O:26][CH3:27]. The catalyst class is: 3. (5) Reactant: [CH3:1][C@@H:2]1[CH2:7][N:6]([CH2:8][C:9]2[CH:14]=[CH:13][C:12]([N:15]3[CH2:20][CH2:19][O:18][CH2:17][CH2:16]3)=[CH:11][C:10]=2[C:21]([F:24])([F:23])[F:22])[CH2:5][CH2:4][N:3]1C(OC(C)(C)C)=O.FC(F)(F)C(O)=O. Product: [CH3:1][C@H:2]1[NH:3][CH2:4][CH2:5][N:6]([CH2:8][C:9]2[CH:14]=[CH:13][C:12]([N:15]3[CH2:20][CH2:19][O:18][CH2:17][CH2:16]3)=[CH:11][C:10]=2[C:21]([F:24])([F:22])[F:23])[CH2:7]1. The catalyst class is: 4. (6) Reactant: [CH:1]([CH:4]1[N:13]2[C:8](=[CH:9][C:10](=[O:19])[C:11]([C:14]([O:16]CC)=[O:15])=[CH:12]2)[C:7]2[CH:20]=[C:21]([O:29][CH3:30])[C:22]([O:24][CH2:25][CH2:26][O:27][CH3:28])=[CH:23][C:6]=2[CH2:5]1)([CH3:3])[CH3:2].[Li+].[OH-].Cl. Product: [CH:1]([CH:4]1[N:13]2[C:8](=[CH:9][C:10](=[O:19])[C:11]([C:14]([OH:16])=[O:15])=[CH:12]2)[C:7]2[CH:20]=[C:21]([O:29][CH3:30])[C:22]([O:24][CH2:25][CH2:26][O:27][CH3:28])=[CH:23][C:6]=2[CH2:5]1)([CH3:3])[CH3:2]. The catalyst class is: 219. (7) Reactant: Br[CH2:2][C:3]1[CH:4]=[CH:5][C:6]([Cl:13])=[C:7]([CH:12]=1)[C:8]([O:10][CH3:11])=[O:9].[C:14](=O)([O-])[O-].[K+].[K+].[CH3:20][CH2:21][OH:22].C1COCC1. Product: [Cl:13][C:6]1[CH:5]=[CH:4][C:3]([CH2:2][O:22][CH2:21][CH3:20])=[CH:12][C:7]=1[C:8]([O:10][CH2:11][CH3:14])=[O:9]. The catalyst class is: 6. (8) Reactant: [F:1][C:2]([F:25])([F:24])[C@@H:3]([CH3:23])[C@H:4]([N:7](C(OC(C)(C)C)=O)[NH:8]C(OC(C)(C)C)=O)[CH2:5][OH:6].[ClH:26]. Product: [ClH:26].[F:1][C:2]([F:24])([F:25])[C@@H:3]([CH3:23])[C@H:4]([NH:7][NH2:8])[CH2:5][OH:6]. The catalyst class is: 1. (9) Reactant: [NH2:1][CH:2]1[CH2:7][CH2:6][N:5]([C:8]2[CH:13]=[C:12]([C:14]3[CH:19]=[CH:18][C:17]([F:20])=[CH:16][C:15]=3[CH3:21])[C:11]([N:22]([CH3:42])[C:23](=[O:41])[C:24]([C:27]3[CH:32]=[C:31]([C:33]([F:36])([F:35])[F:34])[CH:30]=[C:29]([C:37]([F:40])([F:39])[F:38])[CH:28]=3)([CH3:26])[CH3:25])=[CH:10][N:9]=2)[CH2:4][CH2:3]1.C(N(CC)C(C)C)(C)C.[C:52](Cl)(=[O:54])[CH3:53]. Product: [C:52]([NH:1][CH:2]1[CH2:7][CH2:6][N:5]([C:8]2[CH:13]=[C:12]([C:14]3[CH:19]=[CH:18][C:17]([F:20])=[CH:16][C:15]=3[CH3:21])[C:11]([N:22]([CH3:42])[C:23](=[O:41])[C:24]([C:27]3[CH:28]=[C:29]([C:37]([F:39])([F:40])[F:38])[CH:30]=[C:31]([C:33]([F:34])([F:35])[F:36])[CH:32]=3)([CH3:26])[CH3:25])=[CH:10][N:9]=2)[CH2:4][CH2:3]1)(=[O:54])[CH3:53]. The catalyst class is: 4.